This data is from Reaction yield outcomes from USPTO patents with 853,638 reactions. The task is: Predict the reaction yield, written as a fraction of the theoretical maximum amount of product (1.0 means a 100% yield; for example, 0.34 means a 34% yield). (1) The reactants are [NH2:1][C:2]1[C:10]([N+:11]([O-])=O)=[CH:9][CH:8]=[CH:7][C:3]=1[C:4]([OH:6])=[O:5].[H][H]. The catalyst is N.[Pd]. The product is [NH2:1][C:2]1[C:10]([NH2:11])=[CH:9][CH:8]=[CH:7][C:3]=1[C:4]([OH:6])=[O:5]. The yield is 0.980. (2) The reactants are [Cl:1][C:2]1[CH:3]=[CH:4][C:5]([NH:18][CH2:19][CH:20]2[CH2:25][CH2:24][NH:23][CH2:22][CH2:21]2)=[C:6]([CH:17]=1)[C:7]([NH:9][C:10]1[CH:15]=[CH:14][C:13]([CH3:16])=[CH:12][N:11]=1)=[O:8].[S:26]1[CH2:31][CH2:30][C:29](=O)[CH2:28][CH2:27]1.C([BH3-])#N.[Na+]. The catalyst is CO.C(O)(=O)C.O1CCCC1. The yield is 0.400. The product is [Cl:1][C:2]1[CH:3]=[CH:4][C:5]([NH:18][CH2:19][CH:20]2[CH2:25][CH2:24][N:23]([CH:29]3[CH2:30][CH2:31][S:26][CH2:27][CH2:28]3)[CH2:22][CH2:21]2)=[C:6]([CH:17]=1)[C:7]([NH:9][C:10]1[CH:15]=[CH:14][C:13]([CH3:16])=[CH:12][N:11]=1)=[O:8]. (3) No catalyst specified. The yield is 0.890. The reactants are Cl[C:2]1[C:11]2[C:6](=[CH:7][C:8]([O:12][CH2:13][CH2:14][CH2:15][Cl:16])=[CH:9][CH:10]=2)[N:5]=[CH:4][N:3]=1.[NH2:17][C:18]1[C:23]([Cl:24])=[CH:22][N:21]=[C:20]2[O:25][CH2:26][O:27][C:19]=12. The product is [Cl:24][C:23]1[C:18]([NH:17][C:2]2[C:11]3[C:6](=[CH:7][C:8]([O:12][CH2:13][CH2:14][CH2:15][Cl:16])=[CH:9][CH:10]=3)[N:5]=[CH:4][N:3]=2)=[C:19]2[O:27][CH2:26][O:25][C:20]2=[N:21][CH:22]=1.